Dataset: Reaction yield outcomes from USPTO patents with 853,638 reactions. Task: Predict the reaction yield, written as a fraction of the theoretical maximum amount of product (1.0 means a 100% yield; for example, 0.34 means a 34% yield). The reactants are Br[C:2]1[CH:3]=[C:4]([CH:10]2[O:14]CCO2)[CH:5]=[CH:6][C:7]=1[O:8][CH3:9].[CH2:15]([NH2:17])[CH3:16].O(C(C)(C)C)[K].Cl. The catalyst is C1(C)C=CC=CC=1.C1C=CC(/C=C/C(/C=C/C2C=CC=CC=2)=O)=CC=1.C1C=CC(/C=C/C(/C=C/C2C=CC=CC=2)=O)=CC=1.C1C=CC(/C=C/C(/C=C/C2C=CC=CC=2)=O)=CC=1.[Pd].[Pd].C1(P(C2C=CC=CC=2)C2C=CC3C(=CC=CC=3)C=2C2C3C(=CC=CC=3)C=CC=2P(C2C=CC=CC=2)C2C=CC=CC=2)C=CC=CC=1. The product is [CH2:15]([NH:17][C:2]1[CH:3]=[C:4]([CH:5]=[CH:6][C:7]=1[O:8][CH3:9])[CH:10]=[O:14])[CH3:16]. The yield is 0.630.